Dataset: Reaction yield outcomes from USPTO patents with 853,638 reactions. Task: Predict the reaction yield, written as a fraction of the theoretical maximum amount of product (1.0 means a 100% yield; for example, 0.34 means a 34% yield). (1) The reactants are [NH:1]1[C:9]2[C:4](=[CH:5][CH:6]=[CH:7][CH:8]=2)[C:3]([CH2:10][C:11]#[N:12])=[CH:2]1.[CH3:13][C:14]([O:17][C:18](O[C:18]([O:17][C:14]([CH3:16])([CH3:15])[CH3:13])=[O:19])=[O:19])([CH3:16])[CH3:15]. The catalyst is C(Cl)Cl.CN(C1C=CN=CC=1)C. The product is [C:14]([O:17][C:18]([N:1]1[C:9]2[C:4](=[CH:5][CH:6]=[CH:7][CH:8]=2)[C:3]([CH2:10][C:11]#[N:12])=[CH:2]1)=[O:19])([CH3:16])([CH3:15])[CH3:13]. The yield is 0.840. (2) The yield is 0.700. The product is [Cl:20][C:18]1[N:19]=[C:15]([NH:7][CH2:8][C:9]2[CH:14]=[CH:13][N:12]=[CH:11][CH:10]=2)[S:16][C:17]=1[CH2:21][C:22]1[C:30]2[C:25](=[N:26][CH:27]=[CH:28][CH:29]=2)[NH:24][CH:23]=1. The catalyst is ClCCl. The reactants are C(OC(=O)[N:7]([C:15]1[S:16][C:17]([CH2:21][C:22]2[C:30]3[C:25](=[N:26][CH:27]=[CH:28][CH:29]=3)[NH:24][CH:23]=2)=[C:18]([Cl:20])[N:19]=1)[CH2:8][C:9]1[CH:14]=[CH:13][N:12]=[CH:11][CH:10]=1)(C)(C)C.Cl.C(=O)(O)[O-].[Na+]. (3) The reactants are [C:1]([O:4][C@H:5]1[C@H:10]([O:11][C:12](=[O:14])[CH3:13])[C@@H:9]([CH2:15][O:16][C:17](=[O:19])[CH3:18])[O:8][C@@H:7]([O:20][C@@H:21]2[C@H:30]([O:31][CH2:32][C:33]3[CH:38]=[CH:37][CH:36]=[CH:35][CH:34]=3)[C@@H:29]([O:39][CH2:40][C:41]3[CH:46]=[CH:45][CH:44]=[CH:43][CH:42]=3)[C@H:28]([CH3:47])[O:27][C@H:22]2[O:23]CC=C)[C@@H:6]1[NH:48][C:49](=[O:54])[C:50]([Cl:53])([Cl:52])[Cl:51])(=[O:3])[CH3:2]. The catalyst is O1CCCC1. The product is [C:1]([O:4][C@H:5]1[C@H:10]([O:11][C:12](=[O:14])[CH3:13])[C@@H:9]([CH2:15][O:16][C:17](=[O:19])[CH3:18])[O:8][C@@H:7]([O:20][C@@H:21]2[C@H:30]([O:31][CH2:32][C:33]3[CH:38]=[CH:37][CH:36]=[CH:35][CH:34]=3)[C@@H:29]([O:39][CH2:40][C:41]3[CH:42]=[CH:43][CH:44]=[CH:45][CH:46]=3)[C@H:28]([CH3:47])[O:27][C@H:22]2[OH:23])[C@@H:6]1[NH:48][C:49](=[O:54])[C:50]([Cl:53])([Cl:52])[Cl:51])(=[O:3])[CH3:2]. The yield is 0.810. (4) The yield is 0.930. The product is [CH3:15][O:14][C:12]([C:4]1[C:5]2[O:10][CH2:9][CH2:8][O:7][C:6]=2[CH:11]=[C:2]([N:1]=[N-:25])[CH:3]=1)=[O:13].[F:17][B+:16][F:18]. The catalyst is COCCOC. The reactants are [NH2:1][C:2]1[CH:3]=[C:4]([C:12]([O:14][CH3:15])=[O:13])[C:5]2[O:10][CH2:9][CH2:8][O:7][C:6]=2[CH:11]=1.[B:16](F)([F:18])[F:17].CCOCC.[N:25](OC(C)(C)C)=O. (5) The reactants are CS(O[CH2:6][C:7]1[O:11][N:10]=[C:9]([CH3:12])[C:8]=1[C:13]1[C:14]([C:19](=[O:27])[C:20]2[CH:25]=[CH:24][C:23]([Cl:26])=[CH:22][CH:21]=2)=[N:15][N:16]([CH3:18])[CH:17]=1)(=O)=O.[N-:28]=[N+:29]=[N-:30].[Na+]. The catalyst is CN(C)C=O. The product is [N:28]([CH2:6][C:7]1[O:11][N:10]=[C:9]([CH3:12])[C:8]=1[C:13]1[C:14]([C:19]([C:20]2[CH:25]=[CH:24][C:23]([Cl:26])=[CH:22][CH:21]=2)=[O:27])=[N:15][N:16]([CH3:18])[CH:17]=1)=[N+:29]=[N-:30]. The yield is 0.940. (6) The reactants are C[Si](C)(C1C=CC=CC=1)[C:3]1[CH:8]=[CH:7][N:6]=[CH:5][C:4]=1[CH:9]1[CH2:13][CH2:12][CH2:11][N:10]1[CH3:14].F.[K].OO.O.C([O-])([O-])=[O:28].[K+].[K+]. The catalyst is CO.CCOC(C)=O. The product is [CH3:14][N:10]1[CH2:11][CH2:12][CH2:13][CH:9]1[C:4]1[CH:5]=[N:6][CH:7]=[CH:8][C:3]=1[OH:28]. The yield is 0.820.